From a dataset of Forward reaction prediction with 1.9M reactions from USPTO patents (1976-2016). Predict the product of the given reaction. (1) Given the reactants [I:1][C:2]1[N:7]=[CH:6][C:5]([CH2:8][OH:9])=[CH:4][CH:3]=1, predict the reaction product. The product is: [I:1][C:2]1[N:7]=[CH:6][C:5]([CH:8]=[O:9])=[CH:4][CH:3]=1. (2) Given the reactants [O:1]=[C:2]1[O:8][C@H:7]([C@H:9]([CH2:11][OH:12])[OH:10])[C:5]([OH:6])=[C:3]1[OH:4].C([O-])(O)=O.[Na+:17], predict the reaction product. The product is: [O:1]=[C:2]1[O:8][C@H:7]([C@H:9]([CH2:11][OH:12])[OH:10])[C:5]([O-:6])=[C:3]1[OH:4].[Na+:17]. (3) Given the reactants [H-].[Na+].CC(O[C:8](=O)[NH:9][C:10]1[CH:11]=[N:12][C:13]([Cl:17])=[C:14]([Cl:16])[CH:15]=1)(C)C.CI, predict the reaction product. The product is: [Cl:16][C:14]1[CH:15]=[C:10]([NH:9][CH3:8])[CH:11]=[N:12][C:13]=1[Cl:17]. (4) Given the reactants N(C(N1CCCCC1)=O)=NC(N1CCCCC1)=O.[CH3:19][C:20]1([CH3:32])[C:24]([CH3:26])([CH3:25])[O:23][B:22]([C:27]2[CH:28]=[N:29][NH:30][CH:31]=2)[O:21]1.O[CH2:34][CH:35]1[CH2:40][CH2:39][N:38]([C:41]([O:43][C:44]([CH3:47])([CH3:46])[CH3:45])=[O:42])[CH2:37][CH2:36]1.C(P(CCCC)CCCC)CCC, predict the reaction product. The product is: [CH3:19][C:20]1([CH3:32])[C:24]([CH3:25])([CH3:26])[O:23][B:22]([C:27]2[CH:31]=[N:30][N:29]([CH2:34][CH:35]3[CH2:40][CH2:39][N:38]([C:41]([O:43][C:44]([CH3:45])([CH3:47])[CH3:46])=[O:42])[CH2:37][CH2:36]3)[CH:28]=2)[O:21]1. (5) Given the reactants C([O:3][CH:4](OCC)[CH2:5][NH:6][C:7](=[O:11])[O:8][CH2:9][CH3:10])C.Cl.O, predict the reaction product. The product is: [O:3]=[CH:4][CH2:5][NH:6][C:7](=[O:11])[O:8][CH2:9][CH3:10]. (6) The product is: [C:32]([C:31]1([NH:34][C:17]([C@@H:15]2[CH2:16][C@@H:12]([S:9]([C:3]3[CH:4]=[CH:5][C:6]([Br:8])=[CH:7][C:2]=3[Cl:1])(=[O:10])=[O:11])[CH2:13][C@H:14]2[C:20]([N:22]2[CH2:26][CH2:25][C:24]([F:27])([F:28])[CH2:23]2)=[O:21])=[O:19])[CH2:29][CH2:30]1)#[N:33]. Given the reactants [Cl:1][C:2]1[CH:7]=[C:6]([Br:8])[CH:5]=[CH:4][C:3]=1[S:9]([C@@H:12]1[CH2:16][C@@H:15]([C:17]([OH:19])=O)[C@H:14]([C:20]([N:22]2[CH2:26][CH2:25][C:24]([F:28])([F:27])[CH2:23]2)=[O:21])[CH2:13]1)(=[O:11])=[O:10].[CH2:29]1[C:31]([NH2:34])([C:32]#[N:33])[CH2:30]1.Cl, predict the reaction product. (7) Given the reactants [F:1][C:2]1[C:10]([O:11]C)=[C:9]([F:13])[CH:8]=[CH:7][C:3]=1[C:4]([NH2:6])=[O:5].B(Br)(Br)Br, predict the reaction product. The product is: [F:1][C:2]1[C:10]([OH:11])=[C:9]([F:13])[CH:8]=[CH:7][C:3]=1[C:4]([NH2:6])=[O:5]. (8) Given the reactants [CH:1]1([CH2:4][O:5][C:6]2[CH:14]=[CH:13][C:9]3[O:10][CH2:11][O:12][C:8]=3[C:7]=2[C:15]2[C:16]3[NH:23][CH:22]=[C:21]([C:24]([OH:26])=O)[C:17]=3[N:18]=[CH:19][N:20]=2)[CH2:3][CH2:2]1.[CH:27]1([NH:30][C:31]([C@H:33]2[CH2:38][CH2:37][C@H:36]([NH:39]C(=O)O)[CH2:35][CH2:34]2)=[O:32])[CH2:29][CH2:28]1, predict the reaction product. The product is: [CH:27]1([NH:30][C:31]([C@H:33]2[CH2:38][CH2:37][C@H:36]([NH:39][C:24]([C:21]3[C:17]4[N:18]=[CH:19][N:20]=[C:15]([C:7]5[C:8]6[O:12][CH2:11][O:10][C:9]=6[CH:13]=[CH:14][C:6]=5[O:5][CH2:4][CH:1]5[CH2:2][CH2:3]5)[C:16]=4[NH:23][CH:22]=3)=[O:26])[CH2:35][CH2:34]2)=[O:32])[CH2:29][CH2:28]1. (9) Given the reactants [Br:1][C:2]1[C:3](=[O:8])[NH:4][CH:5]=[N:6][CH:7]=1.Cl[CH:10]([C:17]1[CH:22]=[CH:21][CH:20]=[CH:19][CH:18]=1)[CH2:11][N:12]1[CH2:16][CH2:15][CH2:14][CH2:13]1, predict the reaction product. The product is: [Br:1][C:2]1[C:3](=[O:8])[NH:4][C:5]([CH:10]([C:17]2[CH:22]=[CH:21][CH:20]=[CH:19][CH:18]=2)[CH2:11][N:12]2[CH2:13][CH2:14][CH2:15][CH2:16]2)=[N:6][CH:7]=1.